Dataset: Catalyst prediction with 721,799 reactions and 888 catalyst types from USPTO. Task: Predict which catalyst facilitates the given reaction. (1) Reactant: ClC1C=CC=CC=1N1C(C2C=CC(S(C)(=O)=O)=CN=2)=NN=C1C=CC1[O:29][C:28]([C:30]2[CH:37]=[CH:36][C:33]([C:34]#[N:35])=[CH:32][CH:31]=2)=[N:27][N:26]=1.NN.O. Product: [C:34]([C:33]1[CH:32]=[CH:31][C:30]([C:28]([NH:27][NH2:26])=[O:29])=[CH:37][CH:36]=1)#[N:35]. The catalyst class is: 5. (2) Reactant: [F:1][C:2]1[CH:7]=[CH:6][CH:5]=[C:4]([F:8])[C:3]=1[N:9]1[C:14]2[N:15]=[C:16]([NH:27][S:28]([CH3:31])(=[O:30])=[O:29])[N:17]=[C:18]([C:19]3[CH:24]=[CH:23][C:22]([F:25])=[CH:21][C:20]=3[CH3:26])[C:13]=2[CH:12]=[CH:11][C:10]1=[O:32].[H-].[Na+].I[CH3:36].[NH4+].[Cl-]. Product: [F:8][C:4]1[CH:5]=[CH:6][CH:7]=[C:2]([F:1])[C:3]=1[N:9]1[C:14]2[N:15]=[C:16]([N:27]([CH3:36])[S:28]([CH3:31])(=[O:30])=[O:29])[N:17]=[C:18]([C:19]3[CH:24]=[CH:23][C:22]([F:25])=[CH:21][C:20]=3[CH3:26])[C:13]=2[CH:12]=[CH:11][C:10]1=[O:32]. The catalyst class is: 3. (3) Reactant: [CH3:1][CH:2]([CH3:17])[CH2:3][CH2:4][NH:5][C:6]1[S:7][CH:8]=[C:9]([C:11]2[CH:16]=[CH:15][CH:14]=[CH:13][CH:12]=2)[N:10]=1.[H-].[Na+].Cl[CH2:21][C:22]1[CH:41]=[CH:40][C:25]([CH2:26][O:27][C:28]2[CH:33]=[CH:32][C:31]([CH2:34][CH2:35][C:36]([O:38][CH3:39])=[O:37])=[CH:30][CH:29]=2)=[CH:24][CH:23]=1.Cl. Product: [CH3:1][CH:2]([CH3:17])[CH2:3][CH2:4][N:5]([CH2:21][C:22]1[CH:41]=[CH:40][C:25]([CH2:26][O:27][C:28]2[CH:33]=[CH:32][C:31]([CH2:34][CH2:35][C:36]([O:38][CH3:39])=[O:37])=[CH:30][CH:29]=2)=[CH:24][CH:23]=1)[C:6]1[S:7][CH:8]=[C:9]([C:11]2[CH:16]=[CH:15][CH:14]=[CH:13][CH:12]=2)[N:10]=1. The catalyst class is: 145. (4) Reactant: CC([N:5]([C:9]([CH3:29])([CH3:28])[C:10]([NH:12][C:13]1[CH:18]=[CH:17][C:16]([O:19][C:20]2[CH:25]=[CH:24][CH:23]=[C:22]([CH3:26])[C:21]=2[CH3:27])=[CH:15][CH:14]=1)=[O:11])C(=O)[O-])(C)C.C(O)(C(F)(F)F)=O. Product: [CH3:27][C:21]1[C:22]([CH3:26])=[CH:23][CH:24]=[CH:25][C:20]=1[O:19][C:16]1[CH:17]=[CH:18][C:13]([NH:12][C:10](=[O:11])[C:9]([CH3:28])([CH3:29])[NH2:5])=[CH:14][CH:15]=1. The catalyst class is: 4. (5) Reactant: [Br:1][C:2]1[CH:3]=[CH:4][C:5](/[CH:8]=[CH:9]/[C@@H:10]2[C@H:18]3[C@:14]([CH2:21][CH2:22][C:23]([O:25]C(C)(C)C)=[O:24])([C:15](=[O:20])[O:16][C@@H:17]3[CH3:19])[CH2:13][C:12]([F:31])([F:30])[C@H:11]2[CH3:32])=[N:6][CH:7]=1.C(O)(C(F)(F)F)=O. Product: [Br:1][C:2]1[CH:3]=[CH:4][C:5](/[CH:8]=[CH:9]/[C@@H:10]2[C@H:18]3[C@:14]([CH2:21][CH2:22][C:23]([OH:25])=[O:24])([C:15](=[O:20])[O:16][C@@H:17]3[CH3:19])[CH2:13][C:12]([F:31])([F:30])[C@H:11]2[CH3:32])=[N:6][CH:7]=1. The catalyst class is: 2.